This data is from Forward reaction prediction with 1.9M reactions from USPTO patents (1976-2016). The task is: Predict the product of the given reaction. Given the reactants [CH:1]1([OH:7])[CH2:6][CH2:5][CH2:4][CH2:3][CH2:2]1.C[Si]([N-][Si](C)(C)C)(C)C.[Na+].Br[CH2:19][CH:20]([O:23][CH3:24])[O:21][CH3:22], predict the reaction product. The product is: [CH3:22][O:21][CH:20]([O:23][CH3:24])[CH2:19][O:7][CH:1]1[CH2:6][CH2:5][CH2:4][CH2:3][CH2:2]1.